Dataset: Forward reaction prediction with 1.9M reactions from USPTO patents (1976-2016). Task: Predict the product of the given reaction. (1) Given the reactants [CH2:1]([O:8][C:9](=[O:13])[CH2:10][C:11]#[N:12])[C:2]1[CH:7]=[CH:6][CH:5]=[CH:4][CH:3]=1.[H-].[Na+].[CH2:16]([N:18]=[C:19]=[S:20])[CH3:17].Br[CH2:22][C:23](Cl)=O.C(=O)(O)[O-:27].[Na+], predict the reaction product. The product is: [CH2:1]([O:8][C:9](=[O:13])[C:10]([C:11]#[N:12])=[C:19]1[N:18]([CH2:22][CH3:23])[C:16](=[O:27])[CH2:17][S:20]1)[C:2]1[CH:7]=[CH:6][CH:5]=[CH:4][CH:3]=1. (2) The product is: [NH2:22][C:11]1[N:12]=[C:13]([C:14]2[CH:19]=[CH:18][C:17]([Cl:20])=[CH:16][C:15]=2[Cl:21])[C:8]2[CH:7]=[C:6]([C:31]([OH:27])([CH3:30])[CH3:24])[S:23][C:9]=2[N:10]=1. Given the reactants C(OC([C:6]1[S:23][C:9]2[N:10]=[C:11]([NH2:22])[N:12]=[C:13]([C:14]3[CH:19]=[CH:18][C:17]([Cl:20])=[CH:16][C:15]=3[Cl:21])[C:8]=2[CH:7]=1)=O)C.[CH3:24][Mg]Br.[O:27]1[CH2:31][CH2:30]CC1, predict the reaction product.